From a dataset of Ames mutagenicity test results for genotoxicity prediction. Regression/Classification. Given a drug SMILES string, predict its toxicity properties. Task type varies by dataset: regression for continuous values (e.g., LD50, hERG inhibition percentage) or binary classification for toxic/non-toxic outcomes (e.g., AMES mutagenicity, cardiotoxicity, hepatotoxicity). Dataset: ames. (1) The compound is O=C(O)C=Cc1cnc[nH]1. The result is 0 (non-mutagenic). (2) The drug is O=[N+]([O-])c1ccc2c(c1)-c1ccc([N+](=O)[O-])c3cccc-2c13. The result is 1 (mutagenic). (3) The drug is Cc1c(N)cccc1N=Nc1cccc(N)c1C. The result is 1 (mutagenic). (4) The molecule is O=C1c2cccc(S(=O)(=O)O)c2C(=O)c2cccc([N+](=O)[O-])c21. The result is 1 (mutagenic). (5) The molecule is CC(C)(C)OC(=O)O/N=C(\C#N)c1ccccc1. The result is 0 (non-mutagenic). (6) The drug is Cn1c([N+](=O)[O-])cnc1COC(N)=O. The result is 1 (mutagenic). (7) The drug is Cn1cccc1. The result is 0 (non-mutagenic).